This data is from Full USPTO retrosynthesis dataset with 1.9M reactions from patents (1976-2016). The task is: Predict the reactants needed to synthesize the given product. The reactants are: [NH4+:1].[NH3:2].[C:3](=[O:5])=[O:4].[OH2:6]. Given the product [C:3](=[O:6])([O-:5])[O-:4].[NH4+:1].[NH4+:1].[C:3](=[O:5])([O-:4])[NH2:1].[NH4+:1].[NH2:1][C:3]([NH2:2])=[O:5], predict the reactants needed to synthesize it.